From a dataset of NCI-60 drug combinations with 297,098 pairs across 59 cell lines. Regression. Given two drug SMILES strings and cell line genomic features, predict the synergy score measuring deviation from expected non-interaction effect. (1) Drug 2: CC1CCCC2(C(O2)CC(NC(=O)CC(C(C(=O)C(C1O)C)(C)C)O)C(=CC3=CSC(=N3)C)C)C. Cell line: HCC-2998. Drug 1: CCC1(CC2CC(C3=C(CCN(C2)C1)C4=CC=CC=C4N3)(C5=C(C=C6C(=C5)C78CCN9C7C(C=CC9)(C(C(C8N6C)(C(=O)OC)O)OC(=O)C)CC)OC)C(=O)OC)O.OS(=O)(=O)O. Synergy scores: CSS=49.7, Synergy_ZIP=2.00, Synergy_Bliss=0.577, Synergy_Loewe=-9.17, Synergy_HSA=-0.589. (2) Drug 1: C1CCN(CC1)CCOC2=CC=C(C=C2)C(=O)C3=C(SC4=C3C=CC(=C4)O)C5=CC=C(C=C5)O. Drug 2: CC1OCC2C(O1)C(C(C(O2)OC3C4COC(=O)C4C(C5=CC6=C(C=C35)OCO6)C7=CC(=C(C(=C7)OC)O)OC)O)O. Cell line: A549. Synergy scores: CSS=40.5, Synergy_ZIP=-1.71, Synergy_Bliss=-4.30, Synergy_Loewe=-11.0, Synergy_HSA=-3.73. (3) Drug 1: CNC(=O)C1=CC=CC=C1SC2=CC3=C(C=C2)C(=NN3)C=CC4=CC=CC=N4. Drug 2: CC12CCC(CC1=CCC3C2CCC4(C3CC=C4C5=CN=CC=C5)C)O. Cell line: MALME-3M. Synergy scores: CSS=2.19, Synergy_ZIP=-0.413, Synergy_Bliss=2.14, Synergy_Loewe=0.152, Synergy_HSA=0.396. (4) Drug 1: CS(=O)(=O)C1=CC(=C(C=C1)C(=O)NC2=CC(=C(C=C2)Cl)C3=CC=CC=N3)Cl. Drug 2: C1=CC(=CC=C1CCCC(=O)O)N(CCCl)CCCl. Cell line: OVCAR3. Synergy scores: CSS=19.4, Synergy_ZIP=-6.29, Synergy_Bliss=-2.83, Synergy_Loewe=-7.19, Synergy_HSA=-3.40. (5) Drug 1: CC1OCC2C(O1)C(C(C(O2)OC3C4COC(=O)C4C(C5=CC6=C(C=C35)OCO6)C7=CC(=C(C(=C7)OC)O)OC)O)O. Drug 2: C#CCC(CC1=CN=C2C(=N1)C(=NC(=N2)N)N)C3=CC=C(C=C3)C(=O)NC(CCC(=O)O)C(=O)O. Cell line: CAKI-1. Synergy scores: CSS=38.9, Synergy_ZIP=-6.08, Synergy_Bliss=-4.10, Synergy_Loewe=-3.10, Synergy_HSA=-3.35. (6) Drug 1: C1CCC(CC1)NC(=O)N(CCCl)N=O. Drug 2: COC1=C2C(=CC3=C1OC=C3)C=CC(=O)O2. Cell line: U251. Synergy scores: CSS=25.9, Synergy_ZIP=9.15, Synergy_Bliss=9.17, Synergy_Loewe=-0.341, Synergy_HSA=1.66.